From a dataset of Full USPTO retrosynthesis dataset with 1.9M reactions from patents (1976-2016). Predict the reactants needed to synthesize the given product. (1) Given the product [Br:1][C:2]1[CH:10]=[C:9]([Cl:11])[CH:8]=[CH:7][C:3]=1[C:4]([N:24]1[CH2:25][CH2:26][N:21]([C:18]2[C:17]([CH3:27])=[CH:16][C:15]([CH:12]3[CH2:13][CH2:14]3)=[CH:20][N:19]=2)[CH2:22][CH2:23]1)=[O:6], predict the reactants needed to synthesize it. The reactants are: [Br:1][C:2]1[CH:10]=[C:9]([Cl:11])[CH:8]=[CH:7][C:3]=1[C:4]([OH:6])=O.[CH:12]1([C:15]2[CH:16]=[C:17]([CH3:27])[C:18]([N:21]3[CH2:26][CH2:25][NH:24][CH2:23][CH2:22]3)=[N:19][CH:20]=2)[CH2:14][CH2:13]1. (2) Given the product [O:16]=[C:15]([N:17]1[CH2:18][CH2:19][NH:20][CH2:21][CH2:22]1)[CH2:14][C:4]1[CH:5]=[CH:6][C:7]([N:9]2[CH:13]=[N:12][N:11]=[N:10]2)=[CH:8][C:3]=1[C:1]#[N:2], predict the reactants needed to synthesize it. The reactants are: [C:1]([C:3]1[CH:8]=[C:7]([N:9]2[CH:13]=[N:12][N:11]=[N:10]2)[CH:6]=[CH:5][C:4]=1[CH2:14][C:15]([N:17]1[CH2:22][CH2:21][N:20](C(OC(C)(C)C)=O)[CH2:19][CH2:18]1)=[O:16])#[N:2].Cl.CCO.C([O-])([O-])=O.[Na+].[Na+].